From a dataset of Reaction yield outcomes from USPTO patents with 853,638 reactions. Predict the reaction yield, written as a fraction of the theoretical maximum amount of product (1.0 means a 100% yield; for example, 0.34 means a 34% yield). (1) The reactants are [CH3:1][N:2]([C@@H:10]1[CH2:15][CH2:14][CH2:13][NH:12][CH2:11]1)[C:3](=[O:9])[O:4][C:5]([CH3:8])([CH3:7])[CH3:6].[Br:16][C:17]1[C:18](F)=[C:19]2[C:25]([NH:26][C:27](=[O:31])[CH:28]([CH3:30])[CH3:29])=[CH:24][NH:23][C:20]2=[N:21][CH:22]=1.CC#N.O. The catalyst is CCCCO.O. The product is [Br:16][C:17]1[C:18]([N:12]2[CH2:13][CH2:14][CH2:15][C@@H:10]([N:2]([CH3:1])[C:3](=[O:9])[O:4][C:5]([CH3:8])([CH3:6])[CH3:7])[CH2:11]2)=[C:19]2[C:25]([NH:26][C:27](=[O:31])[CH:28]([CH3:29])[CH3:30])=[CH:24][NH:23][C:20]2=[N:21][CH:22]=1. The yield is 0.130. (2) The catalyst is C1(C)C=CC=CC=1. The product is [CH2:1]([C:5]1[N:6]=[C:7]([CH3:27])[N:8]([CH2:44][C:45]([CH3:48])([C:49]2[CH:54]=[CH:53][CH:52]=[CH:51][CH:50]=2)[CH3:46])[C:9](=[O:26])[C:10]=1[CH2:11][C:12]1[CH:17]=[CH:16][C:15]([C:18]2[C:19]([C:24]#[N:25])=[CH:20][CH:21]=[CH:22][CH:23]=2)=[CH:14][CH:13]=1)[CH2:2][CH2:3][CH3:4]. The yield is 0.100. The reactants are [CH2:1]([C:5]1[N:6]=[C:7]([CH3:27])[NH:8][C:9](=[O:26])[C:10]=1[CH2:11][C:12]1[CH:17]=[CH:16][C:15]([C:18]2[C:19]([C:24]#[N:25])=[CH:20][CH:21]=[CH:22][CH:23]=2)=[CH:14][CH:13]=1)[CH2:2][CH2:3][CH3:4].C(C=P(CCCC)(CCCC)CCCC)#N.[CH3:44][C:45]([C:49]1[CH:54]=[CH:53][CH:52]=[CH:51][CH:50]=1)([CH3:48])[CH2:46]O. (3) The reactants are Br[C:2]1[CH:18]=[N:17][C:5]2[NH:6][C:7]3[CH:12]=[N:11][C:10]([C:13]#[N:14])=[C:9]([CH2:15][CH3:16])[C:8]=3[C:4]=2[CH:3]=1.[N:19]1([CH2:25][C:26]2[CH:31]=[CH:30][C:29](B(O)O)=[CH:28][CH:27]=2)[CH2:24][CH2:23][CH2:22][CH2:21][CH2:20]1. The catalyst is C(=O)([O-])[O-].[Na+].[Na+].C(#N)C.O.C1C=CC(P(C2C=CC=CC=2)[C-]2C=CC=C2)=CC=1.C1C=CC(P(C2C=CC=CC=2)[C-]2C=CC=C2)=CC=1.Cl[Pd]Cl.[Fe+2]. The product is [CH2:15]([C:9]1[C:8]2[C:4]3[CH:3]=[C:2]([C:29]4[CH:28]=[CH:27][C:26]([CH2:25][N:19]5[CH2:24][CH2:23][CH2:22][CH2:21][CH2:20]5)=[CH:31][CH:30]=4)[CH:18]=[N:17][C:5]=3[NH:6][C:7]=2[CH:12]=[N:11][C:10]=1[C:13]#[N:14])[CH3:16]. The yield is 0.460. (4) The reactants are [C:1]([O:5][C:6]([NH:8][C@H:9]1[CH2:15][CH2:14][CH2:13][N:12](C(OCC2C=CC=CC=2)=O)[CH2:11][CH2:10]1)=[O:7])([CH3:4])([CH3:3])[CH3:2].[H][H]. The catalyst is CO.[OH-].[OH-].[Pd+2]. The product is [NH:12]1[CH2:13][CH2:14][CH2:15][C@H:9]([NH:8][C:6](=[O:7])[O:5][C:1]([CH3:3])([CH3:2])[CH3:4])[CH2:10][CH2:11]1. The yield is 1.02. (5) The reactants are Br[C:2]1[CH:3]=[C:4]([C:8]2[C:17]3[C:12](=[C:13]4[CH:21]=[CH:20][CH:19]=[CH:18][C:14]4=[CH:15][CH:16]=3)[NH:11][C:10](=[O:22])[N:9]=2)[CH:5]=[CH:6][CH:7]=1.O1CCOCC1.CC(C)([O-])C.[Na+].C(=[NH:48])(C1C=CC=CC=1)C1C=CC=CC=1.C1(P(C2C=CC=CC=2)C2C=CC3C(=CC=CC=3)C=2C2C3C(=CC=CC=3)C=CC=2P(C2C=CC=CC=2)C2C=CC=CC=2)C=CC=CC=1. No catalyst specified. The product is [NH2:48][C:2]1[CH:3]=[C:4]([C:8]2[C:17]3[C:12](=[C:13]4[CH:21]=[CH:20][CH:19]=[CH:18][C:14]4=[CH:15][CH:16]=3)[NH:11][C:10](=[O:22])[N:9]=2)[CH:5]=[CH:6][CH:7]=1. The yield is 0.250.